This data is from Full USPTO retrosynthesis dataset with 1.9M reactions from patents (1976-2016). The task is: Predict the reactants needed to synthesize the given product. (1) The reactants are: [Cl:1][C:2]1[CH:23]=[C:22]([Cl:24])[CH:21]=[CH:20][C:3]=1[CH2:4][NH:5][C:6]([C:8]1[C:9]([O:16][CH:17]([CH3:19])[CH3:18])=[N:10][N:11]([CH2:13][CH2:14][OH:15])[CH:12]=1)=[O:7].[CH2:25]([O:27][C:28]1[C:29](O)=[C:30]([CH2:34][C:35]([O:37]C)=[O:36])[CH:31]=[CH:32][CH:33]=1)[CH3:26].C(P(CCCC)CCCC)CCC.N(C(N1CCCCC1)=O)=NC(N1CCCCC1)=O. Given the product [Cl:1][C:2]1[CH:23]=[C:22]([Cl:24])[CH:21]=[CH:20][C:3]=1[CH2:4][NH:5][C:6]([C:8]1[C:9]([O:16][CH:17]([CH3:19])[CH3:18])=[N:10][N:11]([CH2:13][CH2:14][O:15][C:29]2[C:28]([O:27][CH2:25][CH3:26])=[CH:33][CH:32]=[CH:31][C:30]=2[CH2:34][C:35]([OH:37])=[O:36])[CH:12]=1)=[O:7], predict the reactants needed to synthesize it. (2) Given the product [N:40]1([C:19]2[S:18][C:2]3[C:10]([N+:11]([O-:13])=[O:12])=[CH:9][C:8]([C:14]([F:17])([F:16])[F:15])=[CH:7][C:3]=3[C:4](=[S:55])[N:20]=2)[CH2:45][CH2:44][O:43][CH2:42][CH2:41]1, predict the reactants needed to synthesize it. The reactants are: Cl[C:2]1[C:10]([N+:11]([O-:13])=[O:12])=[CH:9][C:8]([C:14]([F:17])([F:16])[F:15])=[CH:7][C:3]=1[C:4](Cl)=O.[S-:18][C:19]#[N:20].[NH4+].C1OCCOCCOCCOCCOCCOC1.[NH:40]1[CH2:45][CH2:44][O:43][CH2:42][CH2:41]1.COC1C=CC(P2(SP(C3C=CC(OC)=CC=3)(=S)S2)=[S:55])=CC=1. (3) The reactants are: [CH3:1][C:2]1[CH:10]=[C:9]2[C:5]([CH:6]=[CH:7][NH:8]2)=[CH:4][C:3]=1[O:11][C:12]1[CH:13]=[N:14][CH:15]=[N:16][CH:17]=1.[F:18][C:19]1[CH:24]=[CH:23][CH:22]=[CH:21][C:20]=1/[CH:25]=[CH:26]/[N+:27]([O-:29])=[O:28]. Given the product [F:18][C:19]1[CH:24]=[CH:23][CH:22]=[CH:21][C:20]=1[CH:25]([C:6]1[C:5]2[C:9](=[CH:10][C:2]([CH3:1])=[C:3]([O:11][C:12]3[CH:13]=[N:14][CH:15]=[N:16][CH:17]=3)[CH:4]=2)[NH:8][CH:7]=1)[CH2:26][N+:27]([O-:29])=[O:28], predict the reactants needed to synthesize it. (4) Given the product [N:28]1[C:29]2[C:24](=[CH:23][C:22]([CH2:21][N:18]3[C:16]4=[N:17][C:12]([C:10]5[CH:9]=[C:34]([CH:32]=[O:33])[S:35][CH:11]=5)=[CH:13][CH:14]=[C:15]4[N:20]=[N:19]3)=[CH:31][CH:30]=2)[CH:25]=[CH:26][CH:27]=1, predict the reactants needed to synthesize it. The reactants are: FC1[CH:11]=[C:10]([C:12]2[N:17]=[C:16]3[N:18]([CH2:21][C:22]4[CH:23]=[C:24]5[C:29](=[CH:30][CH:31]=4)[N:28]=[CH:27][CH:26]=[CH:25]5)[N:19]=[N:20][C:15]3=[CH:14][CH:13]=2)[CH:9]=CC=1C(NC)=O.[CH:32]([C:34]1[S:35]C=C(B(O)O)C=1)=[O:33].C(=O)([O-])[O-].[K+].[K+].O1CCOCC1.